Dataset: Catalyst prediction with 721,799 reactions and 888 catalyst types from USPTO. Task: Predict which catalyst facilitates the given reaction. (1) Reactant: [NH2:1][C:2]([CH3:18])([CH2:5][O:6][C:7]1[CH:8]=[C:9]([CH3:17])[C:10]2[CH2:14][O:13][B:12]([OH:15])[C:11]=2[CH:16]=1)[C:3]#[N:4].[F:19][C:20]([F:32])([F:31])[O:21][C:22]1[CH:30]=[CH:29][C:25]([C:26](O)=[O:27])=[CH:24][CH:23]=1.CN(C(ON1N=NC2C=CC=NC1=2)=[N+](C)C)C.F[P-](F)(F)(F)(F)F.CCN(C(C)C)C(C)C. Product: [C:3]([C:2]([NH:1][C:26](=[O:27])[C:25]1[CH:29]=[CH:30][C:22]([O:21][C:20]([F:19])([F:31])[F:32])=[CH:23][CH:24]=1)([CH3:18])[CH2:5][O:6][C:7]1[CH:8]=[C:9]([CH3:17])[C:10]2[CH2:14][O:13][B:12]([OH:15])[C:11]=2[CH:16]=1)#[N:4]. The catalyst class is: 3. (2) Reactant: [F:1][C:2]1[CH:7]=[CH:6][C:5]([C:8]2[O:9][C:10]3[CH:20]=[C:19]([N+:21]([O-:23])=[O:22])[C:18]([OH:24])=[CH:17][C:11]=3[C:12]=2[C:13]([O:15][CH3:16])=[O:14])=[CH:4][CH:3]=1.C(N(CC)CC)C.[F:32][C:33]([F:46])([F:45])[S:34](O[S:34]([C:33]([F:46])([F:45])[F:32])(=[O:36])=[O:35])(=[O:36])=[O:35].O. Product: [F:1][C:2]1[CH:3]=[CH:4][C:5]([C:8]2[O:9][C:10]3[CH:20]=[C:19]([N+:21]([O-:23])=[O:22])[C:18]([O:24][S:34]([C:33]([F:46])([F:45])[F:32])(=[O:36])=[O:35])=[CH:17][C:11]=3[C:12]=2[C:13]([O:15][CH3:16])=[O:14])=[CH:6][CH:7]=1. The catalyst class is: 119.